From a dataset of Forward reaction prediction with 1.9M reactions from USPTO patents (1976-2016). Predict the product of the given reaction. Given the reactants [NH2:1][CH:2]1[CH2:7][CH2:6][CH:5]([CH2:8][CH:9]2[CH2:14][CH2:13][CH:12]([NH:15][C:16]3[CH:21]=[C:20]([C:22]4[C:30]5[C:25](=[N:26][CH:27]=[C:28]([O:31][CH3:32])[CH:29]=5)[NH:24][CH:23]=4)[CH:19]=[C:18]([Cl:33])[N:17]=3)[CH2:11][CH2:10]2)[CH2:4][CH2:3]1.[C:34]1(=O)[CH2:39][CH2:38][CH2:37][CH2:36][CH2:35]1.C([BH3-])#N.[Na+], predict the reaction product. The product is: [Cl:33][C:18]1[N:17]=[C:16]([NH:15][CH:12]2[CH2:11][CH2:10][CH:9]([CH2:8][CH:5]3[CH2:6][CH2:7][CH:2]([NH:1][CH:34]4[CH2:39][CH2:38][CH2:37][CH2:36][CH2:35]4)[CH2:3][CH2:4]3)[CH2:14][CH2:13]2)[CH:21]=[C:20]([C:22]2[C:30]3[C:25](=[N:26][CH:27]=[C:28]([O:31][CH3:32])[CH:29]=3)[NH:24][CH:23]=2)[CH:19]=1.